Dataset: TCR-epitope binding with 47,182 pairs between 192 epitopes and 23,139 TCRs. Task: Binary Classification. Given a T-cell receptor sequence (or CDR3 region) and an epitope sequence, predict whether binding occurs between them. (1) The epitope is TTLPVNVAF. The TCR CDR3 sequence is CASSLESGTSGGETQYF. Result: 0 (the TCR does not bind to the epitope). (2) The epitope is LPAADLDDF. The TCR CDR3 sequence is CASSYSRGGGTDTQYF. Result: 0 (the TCR does not bind to the epitope). (3) Result: 1 (the TCR binds to the epitope). The epitope is MLNIPSINV. The TCR CDR3 sequence is CASSRGFGLRAGQRNQPQHF. (4) The epitope is MPASWVMRI. The TCR CDR3 sequence is CASSLDSPSYNEQFF. Result: 1 (the TCR binds to the epitope).